From a dataset of Peptide-MHC class I binding affinity with 185,985 pairs from IEDB/IMGT. Regression. Given a peptide amino acid sequence and an MHC pseudo amino acid sequence, predict their binding affinity value. This is MHC class I binding data. (1) The peptide sequence is QGIRQVLFL. The MHC is Mamu-B52 with pseudo-sequence Mamu-B52. The binding affinity (normalized) is 0.892. (2) The peptide sequence is STFWPCLLR. The MHC is HLA-A30:01 with pseudo-sequence HLA-A30:01. The binding affinity (normalized) is 0.339. (3) The peptide sequence is WPAGRLVEA. The MHC is HLA-B57:01 with pseudo-sequence HLA-B57:01. The binding affinity (normalized) is 0.0847. (4) The peptide sequence is YRRKLTNPA. The MHC is HLA-A26:01 with pseudo-sequence HLA-A26:01. The binding affinity (normalized) is 0.0847. (5) The peptide sequence is LQYNTFLQY. The MHC is HLA-A11:01 with pseudo-sequence HLA-A11:01. The binding affinity (normalized) is 0.787. (6) The peptide sequence is AVPQVLGGL. The MHC is HLA-B57:01 with pseudo-sequence HLA-B57:01. The binding affinity (normalized) is 0.0847.